Dataset: Forward reaction prediction with 1.9M reactions from USPTO patents (1976-2016). Task: Predict the product of the given reaction. The product is: [CH3:25][O:24][CH:23]([O:26][CH3:27])[C:20]1[S:19][C:18]([C:14]2[CH:15]=[C:16]3[C:11](=[CH:12][CH:13]=2)[C:10](=[O:28])[N:9]([CH2:8][CH2:7][CH2:6][I:30])[CH2:17]3)=[CH:22][CH:21]=1. Given the reactants CS(O[CH2:6][CH2:7][CH2:8][N:9]1[CH2:17][C:16]2[C:11](=[CH:12][CH:13]=[C:14]([C:18]3[S:19][C:20]([CH:23]([O:26][CH3:27])[O:24][CH3:25])=[CH:21][CH:22]=3)[CH:15]=2)[C:10]1=[O:28])(=O)=O.[Na+].[I-:30], predict the reaction product.